Dataset: Forward reaction prediction with 1.9M reactions from USPTO patents (1976-2016). Task: Predict the product of the given reaction. (1) Given the reactants Br[C:2]1[CH:7]=[CH:6][N:5]=[CH:4][C:3]=1[N:8]([CH3:25])[C:9](=[O:24])[C:10]1[CH:15]=[C:14]([C:16]([F:19])([F:18])[F:17])[CH:13]=[C:12]([C:20]([F:23])([F:22])[F:21])[CH:11]=1.[F:26][C:27]1[CH:32]=[CH:31][C:30]([F:33])=[CH:29][C:28]=1B(O)O, predict the reaction product. The product is: [F:26][C:27]1[CH:32]=[CH:31][C:30]([F:33])=[CH:29][C:28]=1[C:2]1[CH:7]=[CH:6][N:5]=[CH:4][C:3]=1[N:8]([CH3:25])[C:9](=[O:24])[C:10]1[CH:15]=[C:14]([C:16]([F:19])([F:18])[F:17])[CH:13]=[C:12]([C:20]([F:23])([F:22])[F:21])[CH:11]=1. (2) The product is: [Cl:1][C:2]1[CH:3]=[C:4]([S:8]([CH:11]2[CH2:16][CH2:15][N:14]([C:18]3[C:23]([N+:24]([O-:26])=[O:25])=[CH:22][CH:21]=[CH:20][N:19]=3)[CH2:13][CH2:12]2)(=[O:10])=[O:9])[CH:5]=[CH:6][CH:7]=1. Given the reactants [Cl:1][C:2]1[CH:3]=[C:4]([S:8]([CH:11]2[CH2:16][CH2:15][NH:14][CH2:13][CH2:12]2)(=[O:10])=[O:9])[CH:5]=[CH:6][CH:7]=1.Cl[C:18]1[C:23]([N+:24]([O-:26])=[O:25])=[CH:22][CH:21]=[CH:20][N:19]=1.CCN(C(C)C)C(C)C, predict the reaction product. (3) The product is: [Br:1][C:2]1[C:3]([N:8]2[CH2:13][CH2:12][N:11]([C:16]3[NH:17][C:18]4[C:24]([C:25]5[CH:26]=[C:27]([F:33])[C:28]([F:32])=[C:29]([F:31])[CH:30]=5)=[CH:23][C:22]([C:34]([F:37])([F:35])[F:36])=[CH:21][C:19]=4[N:20]=3)[C@@H:10]([CH3:14])[CH2:9]2)=[N:4][CH:5]=[CH:6][CH:7]=1. Given the reactants [Br:1][C:2]1[C:3]([N:8]2[CH2:13][CH2:12][NH:11][C@@H:10]([CH3:14])[CH2:9]2)=[N:4][CH:5]=[CH:6][CH:7]=1.Cl[C:16]1[NH:20][C:19]2[CH:21]=[C:22]([C:34]([F:37])([F:36])[F:35])[CH:23]=[C:24]([C:25]3[CH:30]=[C:29]([F:31])[C:28]([F:32])=[C:27]([F:33])[CH:26]=3)[C:18]=2[N:17]=1, predict the reaction product. (4) Given the reactants F[C:2]1[C:7]([C:8]([OH:10])=O)=[CH:6][C:5]([F:11])=[CH:4][N:3]=1.Cl.[F:13][C:14]1[CH:19]=[CH:18][C:17]([F:20])=[CH:16][C:15]=1[CH2:21][CH2:22][O:23][CH2:24][C:25]([NH2:27])=[NH:26], predict the reaction product. The product is: [F:13][C:14]1[CH:19]=[CH:18][C:17]([F:20])=[CH:16][C:15]=1[CH2:21][CH2:22][O:23][CH2:24][C:25]1[NH:27][C:8](=[O:10])[C:7]2[CH:6]=[C:5]([F:11])[CH:4]=[N:3][C:2]=2[N:26]=1. (5) Given the reactants Br[CH2:2][C:3]([C:5]1[CH:10]=[C:9]([N+:11]([O-])=O)[CH:8]=[CH:7][C:6]=1[OH:14])=[O:4].C(N(CC)CC)C, predict the reaction product. The product is: [NH2:11][C:9]1[CH:8]=[CH:7][C:6]2[O:14][CH2:2][C:3](=[O:4])[C:5]=2[CH:10]=1. (6) Given the reactants Cl[S:2]([C:5]1[CH:6]=[C:7]2[C:11](=[CH:12][CH:13]=1)[NH:10][C:9](=[O:14])[CH2:8]2)(=[O:4])=[O:3].[NH:15]1[CH2:19][CH2:18][CH2:17][CH2:16]1.N1C=CC=CC=1.Cl, predict the reaction product. The product is: [N:15]1([S:2]([C:5]2[CH:6]=[C:7]3[C:11](=[CH:12][CH:13]=2)[NH:10][C:9](=[O:14])[CH2:8]3)(=[O:4])=[O:3])[CH2:19][CH2:18][CH2:17][CH2:16]1. (7) Given the reactants Br[CH2:2][C:3]1[C:7]([O:8][CH3:9])=[N:6][N:5]([C:10]2[CH:15]=[CH:14][C:13]([C:16]([F:19])([F:18])[F:17])=[CH:12][CH:11]=2)[N:4]=1.[O-]P([O-])([O-])=O.[K+].[K+].[K+].[F:28][C:29]([F:46])([F:45])[C:30]1[CH:35]=[C:34](B2OC(C)(C)C(C)(C)O2)[CH:33]=[CH:32][N:31]=1, predict the reaction product. The product is: [CH3:9][O:8][C:7]1[C:3]([CH2:2][C:34]2[CH:33]=[CH:32][N:31]=[C:30]([C:29]([F:46])([F:45])[F:28])[CH:35]=2)=[N:4][N:5]([C:10]2[CH:15]=[CH:14][C:13]([C:16]([F:19])([F:18])[F:17])=[CH:12][CH:11]=2)[N:6]=1.